Dataset: Full USPTO retrosynthesis dataset with 1.9M reactions from patents (1976-2016). Task: Predict the reactants needed to synthesize the given product. (1) Given the product [CH:1]1([C:6]2[C:7]([O:15][CH2:16][C:17]([F:20])([F:19])[F:18])=[N:8][CH:9]=[C:10]([CH:14]=2)[C:11]([NH:30][CH2:29][C:27]2[N:28]=[C:24]([CH:21]3[CH2:23][CH2:22]3)[S:25][CH:26]=2)=[O:13])[CH2:2][CH2:3][CH2:4][CH2:5]1, predict the reactants needed to synthesize it. The reactants are: [CH:1]1([C:6]2[C:7]([O:15][CH2:16][C:17]([F:20])([F:19])[F:18])=[N:8][CH:9]=[C:10]([CH:14]=2)[C:11]([OH:13])=O)[CH2:5][CH2:4][CH2:3][CH2:2]1.[CH:21]1([C:24]2[S:25][CH:26]=[C:27]([CH2:29][NH2:30])[N:28]=2)[CH2:23][CH2:22]1. (2) Given the product [CH3:1][O:2][C:3](=[O:14])[C:4]([Cl:12])([Cl:13])[CH2:5][N:6]([C:18]1[C:19]([N+:23]([O-:25])=[O:24])=[CH:20][N:21]=[C:16]([Cl:15])[N:17]=1)[CH:7]1[CH2:8][CH2:9][CH2:10][CH2:11]1, predict the reactants needed to synthesize it. The reactants are: [CH3:1][O:2][C:3](=[O:14])[C:4]([Cl:13])([Cl:12])[CH2:5][NH:6][CH:7]1[CH2:11][CH2:10][CH2:9][CH2:8]1.[Cl:15][C:16]1[N:21]=[C:20](Cl)[C:19]([N+:23]([O-:25])=[O:24])=[CH:18][N:17]=1.C(=O)(O)[O-].[Na+]. (3) Given the product [NH:2]1[CH:19]=[N:18][C:3]([C:4]2[CH:5]=[CH:6][C:7]3[N:8]([CH:10]=[C:11]([C:13]([O:15][CH2:16][CH3:17])=[O:14])[N:12]=3)[CH:9]=2)=[N:1]1, predict the reactants needed to synthesize it. The reactants are: [NH:1]([C:3](=[NH:18])[C:4]1[CH:5]=[CH:6][C:7]2[N:8]([CH:10]=[C:11]([C:13]([O:15][CH2:16][CH3:17])=[O:14])[N:12]=2)[CH:9]=1)[NH2:2].[CH:19](O)=O. (4) Given the product [F:1][C:2]([F:26])([F:27])[C:3]1[CH:4]=[C:5]([NH:9][C:10](=[O:25])[C:11](=[CH:31][C:30]2[CH:33]=[CH:34][C:35]([OH:37])=[CH:36][C:29]=2[Cl:28])[C:12]([NH:14][C:15]2[CH:20]=[CH:19][CH:18]=[C:17]([C:21]([F:24])([F:23])[F:22])[CH:16]=2)=[O:13])[CH:6]=[CH:7][CH:8]=1, predict the reactants needed to synthesize it. The reactants are: [F:1][C:2]([F:27])([F:26])[C:3]1[CH:4]=[C:5]([NH:9][C:10](=[O:25])[CH2:11][C:12]([NH:14][C:15]2[CH:20]=[CH:19][CH:18]=[C:17]([C:21]([F:24])([F:23])[F:22])[CH:16]=2)=[O:13])[CH:6]=[CH:7][CH:8]=1.[Cl:28][C:29]1[CH:36]=[C:35]([OH:37])[CH:34]=[CH:33][C:30]=1[CH:31]=O. (5) Given the product [CH3:17][N:18]1[CH:22]=[CH:21][N:20]=[C:19]1[C@@H:23]1[NH:3][CH:4]([C:7]([OH:9])=[O:8])[CH2:5][S:6]1, predict the reactants needed to synthesize it. The reactants are: O.Cl.[NH2:3][C@H:4]([C:7]([OH:9])=[O:8])[CH2:5][SH:6].C([O-])(=O)C.[K+].CO.[CH3:17][N:18]1[CH:22]=[CH:21][N:20]=[C:19]1[CH:23]=O.